This data is from Full USPTO retrosynthesis dataset with 1.9M reactions from patents (1976-2016). The task is: Predict the reactants needed to synthesize the given product. Given the product [F:25][C:26]([F:35])([F:34])[C:27]1([C:31]([N:2]2[CH2:7][CH2:6][CH:5]([CH2:8][O:9][C:10]3[CH:11]=[CH:12][C:13]([C:16]4[CH:17]=[CH:18][C:19]([C:22](=[O:24])[CH3:23])=[CH:20][CH:21]=4)=[N:14][CH:15]=3)[CH2:4][CH2:3]2)=[O:32])[CH2:30][CH2:29][CH2:28]1, predict the reactants needed to synthesize it. The reactants are: Cl.[NH:2]1[CH2:7][CH2:6][CH:5]([CH2:8][O:9][C:10]2[CH:11]=[CH:12][C:13]([C:16]3[CH:21]=[CH:20][C:19]([C:22](=[O:24])[CH3:23])=[CH:18][CH:17]=3)=[N:14][CH:15]=2)[CH2:4][CH2:3]1.[F:25][C:26]([F:35])([F:34])[C:27]1([C:31](O)=[O:32])[CH2:30][CH2:29][CH2:28]1.C(Cl)CCl.C1C=CC2N(O)N=NC=2C=1.CCN(C(C)C)C(C)C.